Predict the reaction yield, written as a fraction of the theoretical maximum amount of product (1.0 means a 100% yield; for example, 0.34 means a 34% yield). From a dataset of Reaction yield outcomes from USPTO patents with 853,638 reactions. (1) The yield is 0.800. The product is [CH3:20][C:18]1[C:17]([N+:21]([O-:23])=[O:22])=[CH:16][N:15]=[C:14]([O:10][CH:5]([C:6]([F:9])([F:8])[F:7])[C:4]([F:12])([F:11])[F:3])[CH:19]=1. The reactants are [H-].[Na+].[F:3][C:4]([F:12])([F:11])[CH:5]([OH:10])[C:6]([F:9])([F:8])[F:7].Cl[C:14]1[CH:19]=[C:18]([CH3:20])[C:17]([N+:21]([O-:23])=[O:22])=[CH:16][N:15]=1.C(OCC)(=O)C. The catalyst is O1CCCC1.O. (2) The reactants are [F:1][C:2]([F:14])([O:6][C:7]1[CH:8]=[C:9]([CH3:13])[CH:10]=[CH:11][CH:12]=1)[CH:3]([F:5])[F:4].[Br:15]N1C(=O)CCC1=O. The catalyst is C(Cl)(Cl)(Cl)Cl.N(C(C)(C)C#N)=NC(C)(C)C#N. The product is [F:1][C:2]([F:14])([O:6][C:7]1[CH:8]=[C:9]([CH2:13][Br:15])[CH:10]=[CH:11][CH:12]=1)[CH:3]([F:4])[F:5]. The yield is 0.960.